This data is from Reaction yield outcomes from USPTO patents with 853,638 reactions. The task is: Predict the reaction yield, written as a fraction of the theoretical maximum amount of product (1.0 means a 100% yield; for example, 0.34 means a 34% yield). (1) No catalyst specified. The yield is 0.770. The reactants are [NH2:1][C:2]1[C:11]2[C:6](=[C:7](Br)[CH:8]=[CH:9][CH:10]=2)[N:5]=[N:4][C:3]=1[C:13]([NH:15][CH2:16][CH2:17][CH3:18])=[O:14].[F:19][C:20]1[CH:25]=[CH:24][C:23]([CH3:26])=[CH:22][C:21]=1B(O)O. The product is [NH2:1][C:2]1[C:11]2[C:6](=[C:7]([C:21]3[CH:22]=[C:23]([CH3:26])[CH:24]=[CH:25][C:20]=3[F:19])[CH:8]=[CH:9][CH:10]=2)[N:5]=[N:4][C:3]=1[C:13]([NH:15][CH2:16][CH2:17][CH3:18])=[O:14]. (2) The reactants are [C:1]([C:3]#[C:4][C:5]1[CH:13]=[CH:12][C:8]([C:9](O)=[O:10])=[CH:7][CH:6]=1)#[N:2].C(Cl)[Cl:15]. No catalyst specified. The product is [C:1]([C:3]#[C:4][C:5]1[CH:13]=[CH:12][C:8]([C:9]([Cl:15])=[O:10])=[CH:7][CH:6]=1)#[N:2]. The yield is 0.890. (3) The reactants are [Cl:1][C:2]1[CH:7]=[CH:6][C:5]([CH:8]([C:10]2[N:11]([CH3:16])[C:12]([SH:15])=[N:13][CH:14]=2)[OH:9])=[CH:4][CH:3]=1.C(=O)([O-])[O-].[K+].[K+].Br[CH2:24][CH2:25][CH2:26][Cl:27]. The catalyst is CC(C)=O.CN(C)C=O. The product is [Cl:1][C:2]1[CH:3]=[CH:4][C:5]([CH:8]([C:10]2[N:11]([CH3:16])[C:12]([S:15][CH2:24][CH2:25][CH2:26][Cl:27])=[N:13][CH:14]=2)[OH:9])=[CH:6][CH:7]=1. The yield is 0.690. (4) The reactants are [CH3:1][N:2]1[CH2:7][CH2:6][N:5]([C:8]2[CH:9]=[CH:10][C:11]([N+:15]([O-])=O)=[C:12]([CH:14]=2)[NH2:13])[CH2:4][CH2:3]1.Cl.C(O[C:22](=N)[CH2:23][C:24]([O:26][CH2:27][CH3:28])=[O:25])C.Cl.[OH-].[Na+]. No catalyst specified. The yield is 0.741. The product is [CH2:27]([O:26][C:24](=[O:25])[CH2:23][C:22]1[NH:13][C:12]2[CH:14]=[C:8]([N:5]3[CH2:6][CH2:7][N:2]([CH3:1])[CH2:3][CH2:4]3)[CH:9]=[CH:10][C:11]=2[N:15]=1)[CH3:28]. (5) The reactants are [Cl:1][C:2]1[CH:7]=[CH:6][CH:5]=[C:4]([F:8])[C:3]=1[CH2:9][NH:10][CH2:11][C:12]1[CH:17]=[CH:16][C:15]([CH2:18][N:19]2[CH2:24][CH2:23][N:22]([C:25]3[C:30]([C:31]([O:33][CH:34]([CH3:36])[CH3:35])=[O:32])=[CH:29][CH:28]=[CH:27][N:26]=3)[CH2:21][CH2:20]2)=[CH:14][CH:13]=1.[ClH:37]. The catalyst is C(OCC)C. The product is [ClH:1].[ClH:37].[ClH:1].[CH3:36][CH:34]([O:33][C:31]([C:30]1[C:25]([N:22]2[CH2:23][CH2:24][N:19]([CH2:18][C:15]3[CH:16]=[CH:17][C:12]([CH2:11][NH:10][CH2:9][C:3]4[C:4]([F:8])=[CH:5][CH:6]=[CH:7][C:2]=4[Cl:1])=[CH:13][CH:14]=3)[CH2:20][CH2:21]2)=[N:26][CH:27]=[CH:28][CH:29]=1)=[O:32])[CH3:35]. The yield is 0.770. (6) The reactants are [F:1][C:2]1[CH:7]=[CH:6][CH:5]=[C:4]([F:8])[C:3]=1[C:9]1[N:14]=[C:13]2[C:15]([C:28]3[CH:29]=[C:30]([NH:34][CH:35]4[CH2:40][CH2:39][CH2:38][N:37]([C:41]([O:43][C:44]([CH3:47])([CH3:46])[CH3:45])=[O:42])[CH2:36]4)[CH:31]=[N:32][CH:33]=3)=[CH:16][N:17](S(C3C=CC(C)=CC=3)(=O)=O)[C:12]2=[CH:11][CH:10]=1.[OH-].[Na+]. The catalyst is C1COCC1. The product is [F:1][C:2]1[CH:7]=[CH:6][CH:5]=[C:4]([F:8])[C:3]=1[C:9]1[N:14]=[C:13]2[C:15]([C:28]3[CH:29]=[C:30]([NH:34][CH:35]4[CH2:40][CH2:39][CH2:38][N:37]([C:41]([O:43][C:44]([CH3:47])([CH3:46])[CH3:45])=[O:42])[CH2:36]4)[CH:31]=[N:32][CH:33]=3)=[CH:16][NH:17][C:12]2=[CH:11][CH:10]=1. The yield is 0.830. (7) The reactants are [C:1]([O:5][C:6]([NH:8][C@H:9]1[CH2:13][CH2:12][NH:11][CH2:10]1)=[O:7])([CH3:4])([CH3:3])[CH3:2].[F:14][C:15]1[CH:22]=[CH:21][C:18]([CH2:19]Br)=[CH:17][CH:16]=1.C(=O)([O-])[O-].[Cs+].[Cs+]. The catalyst is CCO. The product is [C:1]([O:5][C:6]([NH:8][C@H:9]1[CH2:13][CH2:12][N:11]([CH2:19][C:18]2[CH:21]=[CH:22][C:15]([F:14])=[CH:16][CH:17]=2)[CH2:10]1)=[O:7])([CH3:4])([CH3:2])[CH3:3]. The yield is 0.770. (8) The reactants are [CH:1]1([CH:7]([C:18]2[CH:22]=[C:21]([C:23]3[CH:28]=[CH:27][N:26]=[CH:25][CH:24]=3)[O:20][C:19]=2[CH3:29])[O:8][C:9]2[CH:17]=[CH:16][C:12]([C:13](O)=[O:14])=[CH:11][CH:10]=2)[CH2:6][CH2:5][CH2:4][CH2:3][CH2:2]1.[CH3:30][NH:31][CH2:32][CH2:33][C:34]([O:36]CC)=[O:35].Cl.C(N=C=NCCCN(C)C)C.O.OC1C2N=NNC=2C=CC=1. The catalyst is CN(C)C=O.C(OCC)(=O)C.C(N(CC)CC)C. The product is [CH:1]1([CH:7]([C:18]2[CH:22]=[C:21]([C:23]3[CH:28]=[CH:27][N:26]=[CH:25][CH:24]=3)[O:20][C:19]=2[CH3:29])[O:8][C:9]2[CH:10]=[CH:11][C:12]([C:13]([N:31]([CH3:30])[CH2:32][CH2:33][C:34]([OH:36])=[O:35])=[O:14])=[CH:16][CH:17]=2)[CH2:6][CH2:5][CH2:4][CH2:3][CH2:2]1. The yield is 0.840. (9) The reactants are [NH2:1][C:2]1[CH:10]=[CH:9][C:8]([Br:11])=[CH:7][C:3]=1C(O)=O.[CH3:12][Mg]Br.CC[O:17][CH2:18][CH3:19].Cl.[OH-].[Na+]. The catalyst is C1COCC1.C(OCC)(=O)C. The product is [NH2:1][C:2]1[CH:10]=[CH:9][C:8]([Br:11])=[CH:7][C:3]=1[C:18]([OH:17])([CH3:19])[CH3:12]. The yield is 0.570.